Dataset: Reaction yield outcomes from USPTO patents with 853,638 reactions. Task: Predict the reaction yield, written as a fraction of the theoretical maximum amount of product (1.0 means a 100% yield; for example, 0.34 means a 34% yield). The reactants are O.[OH-].[Li+].C[O:5][C:6]([C:8]1[CH:13]=[CH:12][C:11](=[O:14])[N:10]([C:15]2[CH:20]=[CH:19][CH:18]=[CH:17][CH:16]=2)[CH:9]=1)=[O:7].O1CCCC1. The catalyst is O. The product is [O:14]=[C:11]1[N:10]([C:15]2[CH:16]=[CH:17][CH:18]=[CH:19][CH:20]=2)[CH:9]=[C:8]([C:6]([OH:7])=[O:5])[CH:13]=[CH:12]1. The yield is 0.790.